Dataset: Forward reaction prediction with 1.9M reactions from USPTO patents (1976-2016). Task: Predict the product of the given reaction. (1) The product is: [CH2:119]([N:85]1[C:86]([CH3:118])=[CH:87][C:88]([O:89][CH2:90][C:91]2[CH:117]=[CH:116][CH:115]=[CH:114][C:92]=2[CH2:93][NH:94][C:95]([NH:97][C:98]2[N:102]([C:103]3[CH:104]=[CH:105][C:106]([CH3:109])=[CH:107][CH:108]=3)[N:101]=[C:100]([C:110]([CH3:111])([CH3:112])[CH3:113])[CH:99]=2)=[O:96])=[C:83]([Br:82])[C:84]1=[O:128])[C:120]1[CH:125]=[CH:124][CH:123]=[CH:122][CH:121]=1. Given the reactants C(N1C(C)=CC(OCC2C=CC=CC=2CNC(NC2N(C3C=CC=C(F)C=3)N=C(C(C)(C)C)C=2)=O)=C(Br)C1=O)C1C=CC=CC=1.C(N(CC)CC)C.C(C1C=C(NC(=O)OC2C=CC([N+]([O-])=O)=CC=2)N(C2C=CC(C)=CC=2)N=1)(C)(C)C.[Br:82][C:83]1[C:84](=[O:128])[N:85]([CH2:119][C:120]2[CH:125]=[CH:124][C:123](OC)=[CH:122][CH:121]=2)[C:86]([CH3:118])=[CH:87][C:88]=1[O:89][CH2:90][C:91]1[CH:117]=[CH:116][CH:115]=[CH:114][C:92]=1[CH2:93][NH:94][C:95]([NH:97][C:98]1[N:102]([C:103]2[CH:108]=[CH:107][C:106]([CH3:109])=[CH:105][CH:104]=2)[N:101]=[C:100]([C:110]([CH3:113])([CH3:112])[CH3:111])[CH:99]=1)=[O:96], predict the reaction product. (2) Given the reactants [Cl:1][C:2]1[CH:3]=[C:4]([CH:17]=[CH:18][CH:19]=1)[CH2:5][NH:6][C:7]1[CH:12]=[C:11](F)[CH:10]=[CH:9][C:8]=1[N+:14]([O-:16])=[O:15].[N:20]1([C:26]([O:28][C:29]([CH3:32])([CH3:31])[CH3:30])=[O:27])[CH2:25][CH2:24][NH:23][CH2:22][CH2:21]1.C(N(CC)C(C)C)(C)C, predict the reaction product. The product is: [Cl:1][C:2]1[CH:3]=[C:4]([CH:17]=[CH:18][CH:19]=1)[CH2:5][NH:6][C:7]1[CH:12]=[C:11]([N:23]2[CH2:22][CH2:21][N:20]([C:26]([O:28][C:29]([CH3:32])([CH3:31])[CH3:30])=[O:27])[CH2:25][CH2:24]2)[CH:10]=[CH:9][C:8]=1[N+:14]([O-:16])=[O:15]. (3) Given the reactants [Cl:1][C:2]1[CH:3]=[C:4](/[CH:30]=[CH:31]/[C:32]([O:34]CC)=[O:33])[CH:5]=[CH:6][C:7]=1[O:8][C@@H:9]([C:14]1[CH:19]=[CH:18][CH:17]=[C:16]([C:20]2[CH:25]=[CH:24][C:23]([C:26]([F:29])([F:28])[F:27])=[CH:22][CH:21]=2)[N:15]=1)[CH2:10][CH2:11][CH2:12][CH3:13].CO.[OH-].[Na+].Cl, predict the reaction product. The product is: [Cl:1][C:2]1[CH:3]=[C:4]([CH2:30][CH2:31][C:32]([OH:34])=[O:33])[CH:5]=[CH:6][C:7]=1[O:8][C@@H:9]([C:14]1[CH:19]=[CH:18][CH:17]=[C:16]([C:20]2[CH:21]=[CH:22][C:23]([C:26]([F:28])([F:29])[F:27])=[CH:24][CH:25]=2)[N:15]=1)[CH2:10][CH2:11][CH2:12][CH3:13]. (4) Given the reactants Br[C:2]1[CH:3]=[N:4][CH:5]=[CH:6][CH:7]=1.C([Li])CCC.[CH3:13][Sn:14](Cl)([CH3:16])[CH3:15], predict the reaction product. The product is: [CH3:13][Sn:14]([CH3:16])([CH3:15])[C:2]1[CH:3]=[N:4][CH:5]=[CH:6][CH:7]=1. (5) Given the reactants [Br:1][C:2]1[CH:7]=[C:6]([O:8][CH3:9])[C:5]([OH:10])=[C:4]([CH2:11][CH2:12][OH:13])[CH:3]=1.F[C:15](F)(F)C(O)=O.C(C1C=CC(NC(C2C=C(OC)C(OC)=CC=2F)C2NC(=O)N(C3C=CC=CC=3C(O)=O)N=2)=CC=1)(=N)N.C[Si]([N-][Si](C)(C)C)(C)C.[Na+].BrCCl.[Cl-].[NH4+], predict the reaction product. The product is: [Br:1][C:2]1[CH:7]=[C:6]([O:8][CH3:9])[C:5]2[O:10][CH2:15][O:13][CH2:12][CH2:11][C:4]=2[CH:3]=1. (6) Given the reactants [C:1]([O:5][C:6]([N:8]1[C@@H:13]([CH2:14][OH:15])[CH2:12][O:11][C@@H:10]([O:16][CH2:17][C:18]([CH3:21])([CH3:20])[CH3:19])[C@@H:9]1[CH3:22])=[O:7])([CH3:4])([CH3:3])[CH3:2].C(N(CC)C(C)C)(C)C.S(=O)(=O)=O.N1C=CC=CC=1, predict the reaction product. The product is: [C:1]([O:5][C:6]([N:8]1[C@@H:13]([CH:14]=[O:15])[CH2:12][O:11][C@@H:10]([O:16][CH2:17][C:18]([CH3:21])([CH3:20])[CH3:19])[C@@H:9]1[CH3:22])=[O:7])([CH3:4])([CH3:3])[CH3:2].